This data is from TCR-epitope binding with 47,182 pairs between 192 epitopes and 23,139 TCRs. The task is: Binary Classification. Given a T-cell receptor sequence (or CDR3 region) and an epitope sequence, predict whether binding occurs between them. (1) The TCR CDR3 sequence is CASSSLAGGPIVGELFF. The epitope is TPRVTGGGAM. Result: 0 (the TCR does not bind to the epitope). (2) The epitope is WICLLQFAY. The TCR CDR3 sequence is CSVETSGGVGEQFF. Result: 0 (the TCR does not bind to the epitope). (3) The epitope is TEILPVSMTK. Result: 0 (the TCR does not bind to the epitope). The TCR CDR3 sequence is CASSPGSLGYEQYF.